This data is from Peptide-MHC class I binding affinity with 185,985 pairs from IEDB/IMGT. The task is: Regression. Given a peptide amino acid sequence and an MHC pseudo amino acid sequence, predict their binding affinity value. This is MHC class I binding data. The peptide sequence is GDAYFSIPL. The MHC is Mamu-A07 with pseudo-sequence Mamu-A07. The binding affinity (normalized) is 0.321.